This data is from Forward reaction prediction with 1.9M reactions from USPTO patents (1976-2016). The task is: Predict the product of the given reaction. Given the reactants [CH3:1][C:2]1[CH:7]=[CH:6][C:5](B(O)O)=[CH:4][CH:3]=1.Cl[C:12]1[N:17]=[N:16][C:15]([N:18]2[CH2:23][CH2:22][CH:21]([N:24]3[C:32]4[C:27](=[CH:28][CH:29]=[C:30]([F:33])[CH:31]=4)[CH2:26][CH2:25]3)[CH2:20][CH2:19]2)=[CH:14][CH:13]=1, predict the reaction product. The product is: [F:33][C:30]1[CH:31]=[C:32]2[C:27]([CH2:26][CH2:25][N:24]2[CH:21]2[CH2:22][CH2:23][N:18]([C:15]3[N:16]=[N:17][C:12]([C:5]4[CH:6]=[CH:7][C:2]([CH3:1])=[CH:3][CH:4]=4)=[CH:13][CH:14]=3)[CH2:19][CH2:20]2)=[CH:28][CH:29]=1.